From a dataset of Peptide-MHC class II binding affinity with 134,281 pairs from IEDB. Regression. Given a peptide amino acid sequence and an MHC pseudo amino acid sequence, predict their binding affinity value. This is MHC class II binding data. (1) The peptide sequence is YDKFLANVSVVLTGK. The MHC is DRB1_1001 with pseudo-sequence DRB1_1001. The binding affinity (normalized) is 0.628. (2) The peptide sequence is KTVSEGAVDIINKWQ. The MHC is HLA-DQA10501-DQB10301 with pseudo-sequence HLA-DQA10501-DQB10301. The binding affinity (normalized) is 0.524. (3) The peptide sequence is YDKFLANVSRVLTGK. The MHC is DRB1_0101 with pseudo-sequence DRB1_0101. The binding affinity (normalized) is 0.837.